Dataset: Reaction yield outcomes from USPTO patents with 853,638 reactions. Task: Predict the reaction yield, written as a fraction of the theoretical maximum amount of product (1.0 means a 100% yield; for example, 0.34 means a 34% yield). (1) The reactants are [CH2:1]([N:8]([CH2:10][C:11]1[C:19]2[C:18](=[O:20])[N:17]([C:21]3[CH:26]=[CH:25][CH:24]=[CH:23][N:22]=3)[C:16](=[O:27])[N:15]([CH2:28][C:29]3[C:34]([F:35])=[CH:33][CH:32]=[CH:31][C:30]=3[F:36])[C:14]=2[S:13][C:12]=1[C:37]1[CH:42]=[CH:41][C:40]([NH:43][C:44]([NH:46][O:47][CH3:48])=[O:45])=[CH:39][CH:38]=1)C)C1C=CC=CC=1.Cl. The catalyst is C(O)C.[C].[Pd]. The product is [F:36][C:30]1[CH:31]=[CH:32][CH:33]=[C:34]([F:35])[C:29]=1[CH2:28][N:15]1[C:14]2[S:13][C:12]([C:37]3[CH:42]=[CH:41][C:40]([NH:43][C:44]([NH:46][O:47][CH3:48])=[O:45])=[CH:39][CH:38]=3)=[C:11]([CH2:10][NH:8][CH3:1])[C:19]=2[C:18](=[O:20])[N:17]([C:21]2[CH:26]=[CH:25][CH:24]=[CH:23][N:22]=2)[C:16]1=[O:27]. The yield is 0.710. (2) The reactants are [O-:1][N+:2]1[C:7]2[CH:8]=[CH:9][CH:10]=[CH:11][C:6]=2[N:5]=[C:4]([N:12]2[CH2:17][CH2:16][CH:15]([CH2:18][C:19]([NH:21][C:22]3[S:23][CH:24]=[CH:25][C:26]=3[C:27]([O:29]C)=[O:28])=[O:20])[CH2:14][CH2:13]2)[N:3]=1.Cl.[NH+]1C=CC=CC=1.Cl. The catalyst is N1C=CC=CC=1. The product is [O-:1][N+:2]1[C:7]2[CH:8]=[CH:9][CH:10]=[CH:11][C:6]=2[N:5]=[C:4]([N:12]2[CH2:17][CH2:16][CH:15]([CH2:18][C:19]([NH:21][C:22]3[S:23][CH:24]=[CH:25][C:26]=3[C:27]([OH:29])=[O:28])=[O:20])[CH2:14][CH2:13]2)[N:3]=1. The yield is 0.400. (3) The reactants are [NH2:1][C:2]1[C:7]([CH:8]2[CH2:12][CH2:11][CH2:10][O:9]2)=[CH:6][C:5]([C:13]2[CH:14]=[N:15][C:16]([C:19]([OH:22])([CH3:21])[CH3:20])=[N:17][CH:18]=2)=[CH:4][C:3]=1[N+:23]([O-])=O.C1COCC1.CCN(CC)CC. The catalyst is [Pd].CO. The product is [NH2:23][C:3]1[CH:4]=[C:5]([C:13]2[CH:18]=[N:17][C:16]([C:19]([OH:22])([CH3:20])[CH3:21])=[N:15][CH:14]=2)[CH:6]=[C:7]([CH:8]2[CH2:12][CH2:11][CH2:10][O:9]2)[C:2]=1[NH2:1]. The yield is 0.980. (4) The reactants are C(=O)([O-])[O-].[K+].[K+].[OH:7][C:8]1[C:13]([CH2:14][CH2:15][CH3:16])=[C:12]([OH:17])[CH:11]=[CH:10][C:9]=1[C:18](=[O:20])[CH3:19].[CH3:21][O:22][C:23](=[O:36])[C:24]1[CH:29]=[CH:28][C:27]([O:30][CH2:31][CH2:32][CH2:33][CH2:34]Br)=[CH:26][CH:25]=1. The catalyst is CC(C)=O. The product is [CH3:21][O:22][C:23](=[O:36])[C:24]1[CH:29]=[CH:28][C:27]([O:30][CH2:31][CH2:32][CH2:33][CH2:34][O:17][C:12]2[CH:11]=[CH:10][C:9]([C:18](=[O:20])[CH3:19])=[C:8]([OH:7])[C:13]=2[CH2:14][CH2:15][CH3:16])=[CH:26][CH:25]=1. The yield is 0.900. (5) The reactants are [Br:1]N1C(=O)CCC1=O.C1(P(C2C=CC=CC=2)C2C=CC=CC=2)C=CC=CC=1.[Br:28][C:29]1[CH:34]=[CH:33][C:32]([CH2:35][O:36][CH2:37][CH2:38]O)=[CH:31][CH:30]=1. The catalyst is C(Cl)Cl.[Al]. The product is [Br:28][C:29]1[CH:34]=[CH:33][C:32]([CH2:35][O:36][CH2:37][CH2:38][Br:1])=[CH:31][CH:30]=1. The yield is 0.490. (6) The reactants are [C:1]([C:4]1[CH:5]=[CH:6][C:7]([OH:27])=[C:8]([CH:26]=1)[C:9]([NH:11][C:12]1[CH:17]=[C:16]([C:18]([F:21])([F:20])[F:19])[CH:15]=[C:14]([C:22]([F:25])([F:24])[F:23])[CH:13]=1)=[O:10])(=[O:3])[CH3:2].[BH4-].[Na+].Cl. The catalyst is C(O)C. The product is [F:19][C:18]([F:20])([F:21])[C:16]1[CH:17]=[C:12]([NH:11][C:9](=[O:10])[C:8]2[CH:26]=[C:4]([CH:1]([OH:3])[CH3:2])[CH:5]=[CH:6][C:7]=2[OH:27])[CH:13]=[C:14]([C:22]([F:24])([F:25])[F:23])[CH:15]=1. The yield is 0.783.